Dataset: Catalyst prediction with 721,799 reactions and 888 catalyst types from USPTO. Task: Predict which catalyst facilitates the given reaction. (1) Reactant: Br[C:2]1[CH:7]=[CH:6][CH:5]=[C:4]([Br:8])[N:3]=1.[F:9][C:10]1[CH:11]=[C:12]([CH2:16][NH2:17])[CH:13]=[CH:14][CH:15]=1.CCN(C(C)C)C(C)C. Product: [Br:8][C:4]1[N:3]=[C:2]([NH:17][CH2:16][C:12]2[CH:13]=[CH:14][CH:15]=[C:10]([F:9])[CH:11]=2)[CH:7]=[CH:6][CH:5]=1. The catalyst class is: 296. (2) Reactant: C(OC(=O)CCCOC1C=CC=C(CCCCCCOC2C=C(C3C=CC(F)=C(F)C=3)C=C(C(=O)N(C)C)C=2)C=1CCC(OCC)=O)C.[CH2:49]([O:51][C:52](=[O:98])[CH2:53][CH2:54][CH2:55][O:56][C:57]1[CH:62]=[CH:61][CH:60]=[C:59]([CH2:63][CH2:64][CH2:65][CH2:66][CH2:67][CH2:68][O:69][C:70]2[CH:75]=[C:74]([C:76](=[O:89])[NH:77][CH2:78][C:79]3[CH:84]=[CH:83][CH:82]=[CH:81][C:80]=3[O:85][CH:86]([F:88])[F:87])[CH:73]=[C:72](Br)[CH:71]=2)[C:58]=1[CH2:91][CH2:92][C:93]([O:95][CH2:96][CH3:97])=[O:94])[CH3:50].[S:99]1[CH:103]=[CH:102][C:101](B(O)O)=[CH:100]1.C(=O)([O-])[O-].[Cs+].[Cs+]. Product: [CH2:49]([O:51][C:52](=[O:98])[CH2:53][CH2:54][CH2:55][O:56][C:57]1[CH:62]=[CH:61][CH:60]=[C:59]([CH2:63][CH2:64][CH2:65][CH2:66][CH2:67][CH2:68][O:69][C:70]2[CH:71]=[C:72]([C:101]3[CH:102]=[CH:103][S:99][CH:100]=3)[CH:73]=[C:74]([C:76](=[O:89])[NH:77][CH2:78][C:79]3[CH:84]=[CH:83][CH:82]=[CH:81][C:80]=3[O:85][CH:86]([F:88])[F:87])[CH:75]=2)[C:58]=1[CH2:91][CH2:92][C:93]([O:95][CH2:96][CH3:97])=[O:94])[CH3:50]. The catalyst class is: 438. (3) Reactant: [CH3:1][O:2][C:3]1[CH:4]=[CH:5][C:6]2[NH:12][C:11](=[O:13])[N:10]([CH:14]3[CH2:19][CH2:18][NH:17][CH2:16][CH2:15]3)[CH2:9][CH2:8][C:7]=2[CH:20]=1.Cl[C:22]1[N:27]=[CH:26][N:25]=[C:24]([O:28][C:29]2[CH:30]=[C:31]([CH3:38])[C:32]3[N:36]=[CH:35][NH:34][C:33]=3[CH:37]=2)[CH:23]=1.CCN(C(C)C)C(C)C. Product: [CH3:1][O:2][C:3]1[CH:4]=[CH:5][C:6]2[NH:12][C:11](=[O:13])[N:10]([CH:14]3[CH2:19][CH2:18][N:17]([C:22]4[CH:23]=[C:24]([O:28][C:29]5[CH:30]=[C:31]([CH3:38])[C:32]6[N:36]=[CH:35][NH:34][C:33]=6[CH:37]=5)[N:25]=[CH:26][N:27]=4)[CH2:16][CH2:15]3)[CH2:9][CH2:8][C:7]=2[CH:20]=1. The catalyst class is: 3. (4) Reactant: [ClH:1].C(OC(=O)[N:8]([CH2:31][CH2:32][CH2:33][C:34]1[CH:39]=[CH:38][C:37]([N+:40]([O-:42])=[O:41])=[CH:36][CH:35]=1)[CH2:9][CH2:10][NH:11][S:12]([C:15]1[C:16]2[CH:17]=[CH:18][N:19]=[CH:20][C:21]=2[CH:22]=[C:23]([C:25]2[CH:30]=[CH:29][CH:28]=[CH:27][CH:26]=2)[CH:24]=1)(=[O:14])=[O:13])(C)(C)C. Product: [ClH:1].[ClH:1].[N+:40]([C:37]1[CH:38]=[CH:39][C:34]([CH2:33][CH2:32][CH2:31][NH:8][CH2:9][CH2:10][NH:11][S:12]([C:15]2[C:16]3[CH:17]=[CH:18][N:19]=[CH:20][C:21]=3[CH:22]=[C:23]([C:25]3[CH:26]=[CH:27][CH:28]=[CH:29][CH:30]=3)[CH:24]=2)(=[O:14])=[O:13])=[CH:35][CH:36]=1)([O-:42])=[O:41]. The catalyst class is: 138. (5) Reactant: [OH:1][C@H:2]([CH2:18][N:19]1[CH2:24][CH2:23][O:22][CH2:21][CH2:20]1)[CH2:3][N:4]1[CH2:10][CH2:9][CH2:8][C:7]2[NH:11][C:12]([CH:15]=O)=[C:13]([CH3:14])[C:6]=2[C:5]1=[O:17].[F:25][C:26]1[CH:27]=[C:28]2[C:32](=[CH:33][CH:34]=1)[NH:31][C:30](=[O:35])[CH2:29]2.N1CCCCC1. Product: [F:25][C:26]1[CH:27]=[C:28]2[C:32](=[CH:33][CH:34]=1)[NH:31][C:30](=[O:35])/[C:29]/2=[CH:15]\[C:12]1[NH:11][C:7]2[CH2:8][CH2:9][CH2:10][N:4]([CH2:3][C@H:2]([OH:1])[CH2:18][N:19]3[CH2:20][CH2:21][O:22][CH2:23][CH2:24]3)[C:5](=[O:17])[C:6]=2[C:13]=1[CH3:14]. The catalyst class is: 8.